From a dataset of Forward reaction prediction with 1.9M reactions from USPTO patents (1976-2016). Predict the product of the given reaction. (1) The product is: [CH3:19][S:16]([C:9]1[CH:10]=[C:11]([CH:14]=[CH:15][C:8]=1[CH:6]1[C:5]2[C:20](=[O:23])[CH2:21][CH2:22][C:4]=2[N:3]([C:24]2[CH:29]=[CH:28][N:27]=[C:26]([C:30]([F:32])([F:33])[F:31])[CH:25]=2)[C:2](=[O:1])[N:7]1[CH3:34])[C:12]#[N:13])(=[O:18])=[O:17]. Given the reactants [O:1]=[C:2]1[NH:7][CH:6]([C:8]2[CH:15]=[CH:14][C:11]([C:12]#[N:13])=[CH:10][C:9]=2[S:16]([CH3:19])(=[O:18])=[O:17])[C:5]2[C:20](=[O:23])[CH2:21][CH2:22][C:4]=2[N:3]1[C:24]1[CH:29]=[CH:28][N:27]=[C:26]([C:30]([F:33])([F:32])[F:31])[CH:25]=1.[C:34](=O)([O-])[O-].[Cs+].[Cs+].CI.COC(C)(C)C.FC(F)(F)C(O)=O, predict the reaction product. (2) Given the reactants [NH2:1][C:2]1[C:11]2[C:6](=[CH:7][CH:8]=[CH:9][CH:10]=2)[CH:5]=[CH:4][C:3]=1[C:12]([OH:21])([C:17]([F:20])([F:19])[F:18])[C:13]([F:16])([F:15])[F:14].[CH2:22]([CH:24]([CH2:28][CH3:29])[C:25](Cl)=[O:26])[CH3:23], predict the reaction product. The product is: [CH2:22]([CH:24]([CH2:28][CH3:29])[C:25]([NH:1][C:2]1[C:11]2[C:6](=[CH:7][CH:8]=[CH:9][CH:10]=2)[CH:5]=[CH:4][C:3]=1[C:12]([OH:21])([C:13]([F:14])([F:15])[F:16])[C:17]([F:18])([F:19])[F:20])=[O:26])[CH3:23].